This data is from Forward reaction prediction with 1.9M reactions from USPTO patents (1976-2016). The task is: Predict the product of the given reaction. The product is: [CH3:34][O:33][C:32](=[O:35])[NH:31][C@@H:28]1[CH2:29][CH2:30][N:25]([C:3]2[CH:4]=[C:5]([C:23]#[N:24])[CH:6]=[C:7]([NH:8][C:9]3[N:14]=[C:13]([NH:15][CH2:16][CH3:17])[C:12]4=[N:18][CH:19]=[C:20]([C:21]#[N:22])[N:11]4[N:10]=3)[C:2]=2[Cl:1])[CH2:26][C:27]1=[O:36]. Given the reactants [Cl:1][C:2]1[C:7]([NH:8][C:9]2[N:14]=[C:13]([NH:15][CH2:16][CH3:17])[C:12]3=[N:18][CH:19]=[C:20]([C:21]#[N:22])[N:11]3[N:10]=2)=[CH:6][C:5]([C:23]#[N:24])=[CH:4][C:3]=1[N:25]1[CH2:30][CH2:29][C@@H:28]([NH:31][C:32](=[O:35])[O:33][CH3:34])[C@H:27]([OH:36])[CH2:26]1.CC(OI1(OC(C)=O)(OC(C)=O)OC(=O)C2C=CC=CC1=2)=O.CC(O)C.C([O-])(O)=O.[Na+].[NH4+].[Cl-].C([O-])(=O)C.[NH4+], predict the reaction product.